Dataset: NCI-60 drug combinations with 297,098 pairs across 59 cell lines. Task: Regression. Given two drug SMILES strings and cell line genomic features, predict the synergy score measuring deviation from expected non-interaction effect. Drug 1: CC(C)NC(=O)C1=CC=C(C=C1)CNNC.Cl. Drug 2: COC1=C2C(=CC3=C1OC=C3)C=CC(=O)O2. Cell line: T-47D. Synergy scores: CSS=3.02, Synergy_ZIP=-2.86, Synergy_Bliss=-3.30, Synergy_Loewe=-2.47, Synergy_HSA=-1.97.